Dataset: Full USPTO retrosynthesis dataset with 1.9M reactions from patents (1976-2016). Task: Predict the reactants needed to synthesize the given product. (1) Given the product [CH3:2][O:3][C:4](=[O:30])[C@@H:5]([NH:8][C:9]([C:11]1[C:12]([CH3:29])=[N:13][C:14]([NH:18][CH2:19][CH2:20][CH2:21][C:22]2[CH:27]=[CH:26][CH:25]=[C:24]([OH:28])[CH:23]=2)=[N:15][C:16]=1[CH3:17])=[O:10])[CH2:6][NH:7][C:32]([O:34][CH3:35])=[O:33], predict the reactants needed to synthesize it. The reactants are: Cl.[CH3:2][O:3][C:4](=[O:30])[C@@H:5]([NH:8][C:9]([C:11]1[C:12]([CH3:29])=[N:13][C:14]([NH:18][CH2:19][CH2:20][CH2:21][C:22]2[CH:27]=[CH:26][CH:25]=[C:24]([OH:28])[CH:23]=2)=[N:15][C:16]=1[CH3:17])=[O:10])[CH2:6][NH2:7].Cl[C:32]([O:34][CH3:35])=[O:33].C(N(CC)CC)C.CN(C=O)C. (2) Given the product [C:21]([Si:18]([C:17]#[C:16][C:13]1[C:12]([F:25])=[CH:11][C:10]([C:30]2[CH:31]=[CH:32][C:27]([Cl:26])=[CH:28][CH:29]=2)=[CH:15][N:14]=1)([CH3:20])[CH3:19])([CH3:24])([CH3:23])[CH3:22], predict the reactants needed to synthesize it. The reactants are: CO.C([O-])([O-])=O.[Na+].[Na+].Br[C:10]1[CH:11]=[C:12]([F:25])[C:13]([C:16]#[C:17][Si:18]([C:21]([CH3:24])([CH3:23])[CH3:22])([CH3:20])[CH3:19])=[N:14][CH:15]=1.[Cl:26][C:27]1[CH:32]=[CH:31][C:30](OB(O)O)=[CH:29][CH:28]=1. (3) Given the product [Cl:41][C:38]1[CH:39]=[CH:40][C:35]([CH2:34][NH:33][C:31](=[O:32])[CH2:30][C:27]2[CH:28]=[C:29]3[C:24](=[CH:25][CH:26]=2)[O:23][C:22]([CH3:43])([CH3:42])[CH:21]([OH:44])[CH:20]3[NH:19][S:15]([C:11]2[CH:12]=[CH:13][CH:14]=[C:9]([CH3:8])[CH:10]=2)(=[O:17])=[O:16])=[CH:36][CH:37]=1, predict the reactants needed to synthesize it. The reactants are: CN1CCCCC1.[CH3:8][C:9]1[CH:10]=[C:11]([S:15](Cl)(=[O:17])=[O:16])[CH:12]=[CH:13][CH:14]=1.[NH2:19][CH:20]1[C:29]2[C:24](=[CH:25][CH:26]=[C:27]([CH2:30][C:31]([NH:33][CH2:34][C:35]3[CH:40]=[CH:39][C:38]([Cl:41])=[CH:37][CH:36]=3)=[O:32])[CH:28]=2)[O:23][C:22]([CH3:43])([CH3:42])[CH:21]1[OH:44]. (4) The reactants are: [F:1][C:2]1[CH:7]=[CH:6][C:5]([N:8]2[CH2:13][CH2:12][N:11]([CH2:14][C:15]3[CH:20]=[CH:19][C:18]([C:21]4([C:24]([O:26]C)=[O:25])[CH2:23][CH2:22]4)=[CH:17][CH:16]=3)[CH2:10][CH2:9]2)=[CH:4][CH:3]=1.[OH-].[Na+]. Given the product [F:1][C:2]1[CH:3]=[CH:4][C:5]([N:8]2[CH2:13][CH2:12][N:11]([CH2:14][C:15]3[CH:20]=[CH:19][C:18]([C:21]4([C:24]([OH:26])=[O:25])[CH2:22][CH2:23]4)=[CH:17][CH:16]=3)[CH2:10][CH2:9]2)=[CH:6][CH:7]=1, predict the reactants needed to synthesize it. (5) Given the product [Br:1][C:2]1[N:3]=[CH:4][C:5](/[N:8]=[CH:11]/[N:12]([CH3:14])[CH3:13])=[N:6][CH:7]=1, predict the reactants needed to synthesize it. The reactants are: [Br:1][C:2]1[N:3]=[CH:4][C:5]([NH2:8])=[N:6][CH:7]=1.CO[CH:11](OC)[N:12]([CH3:14])[CH3:13]. (6) Given the product [CH2:18]([N:15]1[CH2:14][CH2:13][CH:12]([C:10]([NH:9][C:6]2[CH:7]=[CH:8][C:3]([CH2:2][NH:1][C:41]3[C:40]4[C:35](=[CH:36][C:37]([CH3:44])=[CH:38][CH:39]=4)[N:34]=[C:33]([Cl:32])[N:42]=3)=[CH:4][CH:5]=2)=[O:11])[CH2:17][CH2:16]1)[C:19]1[CH:20]=[CH:21][CH:22]=[CH:23][CH:24]=1, predict the reactants needed to synthesize it. The reactants are: [NH2:1][CH2:2][C:3]1[CH:8]=[CH:7][C:6]([NH:9][C:10]([CH:12]2[CH2:17][CH2:16][N:15]([CH2:18][C:19]3[CH:24]=[CH:23][CH:22]=[CH:21][CH:20]=3)[CH2:14][CH2:13]2)=[O:11])=[CH:5][CH:4]=1.CCN(CC)CC.[Cl:32][C:33]1[N:42]=[C:41](Cl)[C:40]2[C:35](=[CH:36][C:37]([CH3:44])=[CH:38][CH:39]=2)[N:34]=1. (7) Given the product [F:26][C:13]1[C:14]([NH:16][CH:17]([C:19]2[CH:24]=[CH:23][C:22]([F:25])=[CH:21][CH:20]=2)[CH3:18])=[N:15][C:10]([NH:1][C:2]2[CH:7]=[CH:6][CH:5]=[C:4]([OH:8])[CH:3]=2)=[N:11][CH:12]=1, predict the reactants needed to synthesize it. The reactants are: [NH2:1][C:2]1[CH:3]=[C:4]([OH:8])[CH:5]=[CH:6][CH:7]=1.Cl[C:10]1[N:15]=[C:14]([NH:16][CH:17]([C:19]2[CH:24]=[CH:23][C:22]([F:25])=[CH:21][CH:20]=2)[CH3:18])[C:13]([F:26])=[CH:12][N:11]=1. (8) Given the product [CH3:2][C:3]1[CH:8]=[C:7]([C:9]2[CH:14]=[CH:13][C:12]([O:15][CH2:28][CH2:29][CH2:30][N:31]3[CH2:36][CH2:35][CH2:34][C@H:33]([CH3:37])[CH2:32]3)=[CH:11][CH:10]=2)[CH:6]=[CH:5][N:4]=1, predict the reactants needed to synthesize it. The reactants are: Br.[CH3:2][C:3]1[CH:8]=[C:7]([C:9]2[CH:14]=[CH:13][C:12]([OH:15])=[CH:11][CH:10]=2)[CH:6]=[CH:5][N:4]=1.C(=O)([O-])[O-].[K+].[K+].Cl.CS(O[CH2:28][CH2:29][CH2:30][N:31]1[CH2:36][CH2:35][CH2:34][C@H:33]([CH3:37])[CH2:32]1)(=O)=O. (9) Given the product [NH2:79][C:72]1[N:73]=[CH:74][C:75]2[C:70]([CH:71]=1)=[C:69]([CH2:68][N:14]1[C:13]3[CH:18]=[C:19]([F:20])[C:10]([S:7]([NH:6][C:21]4[S:25][N:24]=[CH:23][N:22]=4)(=[O:9])=[O:8])=[CH:11][C:12]=3[O:16][C:15]1=[O:17])[CH:78]=[CH:77][CH:76]=2, predict the reactants needed to synthesize it. The reactants are: COC1C=C(OC)C=CC=1C[N:6]([C:21]1[S:25][N:24]=[CH:23][N:22]=1)[S:7]([C:10]1[C:19]([F:20])=[CH:18][C:13]2[NH:14][C:15](=[O:17])[O:16][C:12]=2[CH:11]=1)(=[O:9])=[O:8].N(/C(OC(C)(C)C)=O)=N\C(OC(C)(C)C)=O.C1(P(C2C=CC=CC=2)C2C=CC=CC=2)C=CC=CC=1.O[CH2:68][C:69]1[CH:78]=[CH:77][CH:76]=[C:75]2[C:70]=1[CH:71]=[C:72]([NH:79]C(=O)OC(C)(C)C)[N:73]=[CH:74]2.